From a dataset of Peptide-MHC class I binding affinity with 185,985 pairs from IEDB/IMGT. Regression. Given a peptide amino acid sequence and an MHC pseudo amino acid sequence, predict their binding affinity value. This is MHC class I binding data. (1) The MHC is HLA-A03:01 with pseudo-sequence HLA-A03:01. The peptide sequence is VLWDTPSPK. The binding affinity (normalized) is 0.560. (2) The peptide sequence is ITASKDLCF. The MHC is HLA-B15:01 with pseudo-sequence HLA-B15:01. The binding affinity (normalized) is 0.473. (3) The peptide sequence is APEEKYLSM. The MHC is HLA-B40:01 with pseudo-sequence HLA-B40:01. The binding affinity (normalized) is 0.0847. (4) The peptide sequence is WPAGRLVEA. The MHC is HLA-B35:01 with pseudo-sequence HLA-B35:01. The binding affinity (normalized) is 0.492. (5) The peptide sequence is LYSACFWWL. The MHC is HLA-A24:02 with pseudo-sequence HLA-A24:02. The binding affinity (normalized) is 0.692. (6) The peptide sequence is EVNAHIHTM. The MHC is HLA-A03:01 with pseudo-sequence HLA-A03:01. The binding affinity (normalized) is 0.0847. (7) The peptide sequence is RMMATKDSF. The MHC is BoLA-D18.4 with pseudo-sequence BoLA-D18.4. The binding affinity (normalized) is 0.481. (8) The peptide sequence is FRRVAHSSL. The MHC is HLA-B57:01 with pseudo-sequence HLA-B57:01. The binding affinity (normalized) is 0.0847.